From a dataset of Full USPTO retrosynthesis dataset with 1.9M reactions from patents (1976-2016). Predict the reactants needed to synthesize the given product. Given the product [NH:38]1[C:1]2=[N:2][CH:7]=[C:6]([C:11]3[C:12]([C@@H:17]([NH:27][C:28](=[O:34])[O:29][C:30]([CH3:31])([CH3:33])[CH3:32])[CH2:18][C:19]4[CH:20]=[C:21]([F:26])[CH:22]=[C:23]([F:25])[CH:24]=4)=[N:13][CH:14]=[N:15][CH:16]=3)[CH:5]=[C:4]2[CH:9]=[CH:8]1, predict the reactants needed to synthesize it. The reactants are: [C:1]([C:4]1[CH:5]=[C:6]([C:11]2[C:12]([C@@H:17]([NH:27][C:28](=[O:34])[O:29][C:30]([CH3:33])([CH3:32])[CH3:31])[CH2:18][C:19]3[CH:24]=[C:23]([F:25])[CH:22]=[C:21]([F:26])[CH:20]=3)=[N:13][CH:14]=[N:15][CH:16]=2)[CH:7]=[CH:8][C:9]=1F)(=O)[NH2:2].BrC1C([C@@H](NC(=O)OC(C)(C)C)CC2C=C(F)C=C(F)C=2)=[N:38]C=NC=1.N1C2=NC=C(B(O)O)C=C2C=C1.